This data is from TCR-epitope binding with 47,182 pairs between 192 epitopes and 23,139 TCRs. The task is: Binary Classification. Given a T-cell receptor sequence (or CDR3 region) and an epitope sequence, predict whether binding occurs between them. (1) The epitope is TPQDLNTML. The TCR CDR3 sequence is CASSFGGTTEAFF. Result: 1 (the TCR binds to the epitope). (2) The epitope is DRFYKTLRAEQASQEV. The TCR CDR3 sequence is CASSSSVEPGKLFF. Result: 0 (the TCR does not bind to the epitope). (3) The epitope is GTSGSPIINR. The TCR CDR3 sequence is CASSQSGDRGEEQFF. Result: 1 (the TCR binds to the epitope). (4) The epitope is FVDGVPFVV. The TCR CDR3 sequence is CASSFGANYNEQFF. Result: 1 (the TCR binds to the epitope). (5) The epitope is HTDFSSEIIGY. The TCR CDR3 sequence is CASAPRLSWPDTQYF. Result: 1 (the TCR binds to the epitope). (6) The epitope is PKYVKQNTLKLAT. The TCR CDR3 sequence is CASSLQGRAFF. Result: 0 (the TCR does not bind to the epitope). (7) The epitope is GTSGSPIIDK. The TCR CDR3 sequence is CAISESPTQNTIYF. Result: 1 (the TCR binds to the epitope). (8) The epitope is FLPRVFSAV. The TCR CDR3 sequence is CASSWTSGAEMEFF. Result: 1 (the TCR binds to the epitope). (9) The epitope is GILGFVFTL. The TCR CDR3 sequence is CANSARDHSDPNTGELFF. Result: 1 (the TCR binds to the epitope). (10) The epitope is ISDYDYYRY. The TCR CDR3 sequence is CASSFGTAVKRGEAFF. Result: 1 (the TCR binds to the epitope).